Dataset: Forward reaction prediction with 1.9M reactions from USPTO patents (1976-2016). Task: Predict the product of the given reaction. (1) Given the reactants C(O)(=O)C.[F:5][C:6]1[CH:7]=[C:8]2[C:14]([C:15](=[NH:17])[NH2:16])=[N:13][N:12]([CH2:18][CH2:19][C:20]([F:26])([F:25])[C:21]([F:24])([F:23])[F:22])[C:9]2=[N:10][CH:11]=1.C([N:29](CC)CC)C.O.NN, predict the reaction product. The product is: [F:5][C:6]1[CH:7]=[C:8]2[C:14]([C:15](=[NH:16])[NH:17][NH2:29])=[N:13][N:12]([CH2:18][CH2:19][C:20]([F:26])([F:25])[C:21]([F:23])([F:24])[F:22])[C:9]2=[N:10][CH:11]=1. (2) Given the reactants [F:1][C:2]1([F:32])[CH2:7][CH2:6][CH:5]([NH:8][C:9]2[N:14]=[C:13]([NH:15][C:16]3[CH:21]=[C:20]([F:22])[CH:19]=[C:18]([F:23])[CH:17]=3)[N:12]=[C:11]([C:24]3[C:29]([F:30])=[CH:28][CH:27]=[C:26](F)[N:25]=3)[N:10]=2)[CH2:4][CH2:3]1.O.[NH2:34][NH2:35], predict the reaction product. The product is: [F:32][C:2]1([F:1])[CH2:3][CH2:4][CH:5]([NH:8][C:9]2[N:14]=[C:13]([NH:15][C:16]3[CH:21]=[C:20]([F:22])[CH:19]=[C:18]([F:23])[CH:17]=3)[N:12]=[C:11]([C:24]3[C:29]([F:30])=[CH:28][CH:27]=[C:26]([NH:34][NH2:35])[N:25]=3)[N:10]=2)[CH2:6][CH2:7]1. (3) Given the reactants [O:1]([CH2:8][CH2:9][CH2:10]Br)[C:2]1[CH:7]=[CH:6][CH:5]=[CH:4][CH:3]=1.[I-].[K+].[NH:14]1[CH2:19][CH2:18][CH2:17][CH2:16][CH2:15]1.C([O-])=O.[NH4+], predict the reaction product. The product is: [O:1]([CH2:8][CH2:9][CH2:10][N:14]1[CH2:19][CH2:18][CH2:17][CH2:16][CH2:15]1)[C:2]1[CH:7]=[CH:6][CH:5]=[CH:4][CH:3]=1. (4) The product is: [F:1][C:2]1[CH:3]=[C:4]([CH2:9][C:10]([NH2:13])([CH3:11])[CH3:12])[CH:5]=[CH:6][C:7]=1[F:8]. Given the reactants [F:1][C:2]1[CH:3]=[C:4]([CH2:9][C:10]([NH:13]C=O)([CH3:12])[CH3:11])[CH:5]=[CH:6][C:7]=1[F:8].Cl.[OH-].[Na+], predict the reaction product. (5) Given the reactants Cl.[CH3:2][C:3]1[CH:4]=[C:5]([CH:9]=[CH:10][N:11]=1)[C:6]([OH:8])=O.CN(C(ON1N=NC2C=CC=NC1=2)=[N+](C)C)C.F[P-](F)(F)(F)(F)F.C(N(C(C)C)C(C)C)C.[O:45]1[CH2:50][CH2:49][O:48][CH2:47][CH:46]1[C:51]1[C:59]2[S:58][C:57]([NH2:60])=[N:56][C:55]=2[C:54]([O:61][CH3:62])=[CH:53][CH:52]=1.C(=O)(O)[O-].[Na+], predict the reaction product. The product is: [O:45]1[CH2:50][CH2:49][O:48][CH2:47][CH:46]1[C:51]1[C:59]2[S:58][C:57]([NH:60][C:6](=[O:8])[C:5]3[CH:9]=[CH:10][N:11]=[C:3]([CH3:2])[CH:4]=3)=[N:56][C:55]=2[C:54]([O:61][CH3:62])=[CH:53][CH:52]=1. (6) Given the reactants [CH3:1][C:2]1([CH3:43])[C:30]2([CH2:33][O:32][CH2:31]2)[C:10]2([CH2:14][O:13][C:12]([N:15](C(OC(C)(C)C)=O)C(OC(C)(C)C)=O)=[N:11]2)[C:9]2[C:4](=[CH:5][CH:6]=[C:7](B3OC(C)(C)C(C)(C)O3)[CH:8]=2)[O:3]1.Br[C:45]1[CH:50]=[C:49]([O:51][CH3:52])[CH:48]=[CH:47][N:46]=1.C([O-])([O-])=O.[Na+].[Na+], predict the reaction product. The product is: [CH3:52][O:51][C:49]1[CH:48]=[CH:47][N:46]=[C:45]([C:7]2[CH:8]=[C:9]3[C:4](=[CH:5][CH:6]=2)[O:3][C:2]([CH3:1])([CH3:43])[C:30]2([CH2:31][O:32][CH2:33]2)[C:10]23[CH2:14][O:13][C:12]([NH2:15])=[N:11]2)[CH:50]=1. (7) Given the reactants [C:1]([O:5][C:6]([NH:8][C@H:9]1[C@@H:14]([NH:15][C:16]([O:18][CH3:19])=[O:17])[C@@H:13]([CH3:20])[CH2:12][N:11]([C:21]2[CH:26]=[CH:25][N:24]=[CH:23][C:22]=2[N:27](C(OC(C)(C)C)=O)C(OC(C)(C)C)=O)[CH2:10]1)=[O:7])([CH3:4])([CH3:3])[CH3:2].Cl.O1CCOCC1.CCN(C(C)C)C(C)C.C(OC(ON1C(=O)CCC1=O)=O)(C)(C)C, predict the reaction product. The product is: [NH2:27][C:22]1[CH:23]=[N:24][CH:25]=[CH:26][C:21]=1[N:11]1[CH2:12][C@H:13]([CH3:20])[C@H:14]([NH:15][C:16](=[O:17])[O:18][CH3:19])[C@H:9]([NH:8][C:6](=[O:7])[O:5][C:1]([CH3:4])([CH3:3])[CH3:2])[CH2:10]1. (8) Given the reactants [F:1][C:2]1[CH:7]=[C:6]([N+:8]([O-])=O)[CH:5]=[CH:4][C:3]=1[O:11][CH:12]1[CH2:17][CH2:16][N:15]([CH2:18][CH2:19][S:20]([CH3:23])(=[O:22])=[O:21])[CH2:14][CH2:13]1.[BH4-].[Na+], predict the reaction product. The product is: [F:1][C:2]1[CH:7]=[C:6]([NH2:8])[CH:5]=[CH:4][C:3]=1[O:11][CH:12]1[CH2:17][CH2:16][N:15]([CH2:18][CH2:19][S:20]([CH3:23])(=[O:22])=[O:21])[CH2:14][CH2:13]1. (9) Given the reactants I[C:2]1[CH:3]=[C:4]([N:8]2[C:16](=[O:17])[C:15]3[CH:14]4[C:18]([CH3:20])([CH3:19])[C:11]([CH3:21])([CH2:12][CH2:13]4)[C:10]=3[N:9]2[CH3:22])[CH:5]=[CH:6][CH:7]=1.[C:23]([C:26]1[CH:31]=[CH:30][CH:29]=[CH:28][C:27]=1B(O)O)(=[O:25])[CH3:24].C(=O)([O-])[O-].[K+].[K+], predict the reaction product. The product is: [C:23]([C:26]1[CH:31]=[CH:30][CH:29]=[CH:28][C:27]=1[C:2]1[CH:7]=[CH:6][CH:5]=[C:4]([N:8]2[C:16](=[O:17])[C:15]3[C@@H:14]4[C:18]([CH3:20])([CH3:19])[C@@:11]([CH3:21])([CH2:12][CH2:13]4)[C:10]=3[N:9]2[CH3:22])[CH:3]=1)(=[O:25])[CH3:24].